From a dataset of Forward reaction prediction with 1.9M reactions from USPTO patents (1976-2016). Predict the product of the given reaction. Given the reactants [S:1]1[C:5]2[CH:6]=[CH:7][CH:8]=[CH:9][C:4]=2[C:3]([N:10]2[CH2:15][CH2:14][N:13]([C:16](=O)[CH2:17][C:18]3[CH:23]=[C:22]([F:24])[CH:21]=[CH:20][C:19]=3[N+:25]([O-:27])=[O:26])[CH2:12][CH2:11]2)=[N:2]1.C(=O)(O)[O-].[Na+], predict the reaction product. The product is: [F:24][C:22]1[CH:21]=[CH:20][C:19]([N+:25]([O-:27])=[O:26])=[C:18]([CH2:17][CH2:16][N:13]2[CH2:12][CH2:11][N:10]([C:3]3[C:4]4[CH:9]=[CH:8][CH:7]=[CH:6][C:5]=4[S:1][N:2]=3)[CH2:15][CH2:14]2)[CH:23]=1.